Dataset: HIV replication inhibition screening data with 41,000+ compounds from the AIDS Antiviral Screen. Task: Binary Classification. Given a drug SMILES string, predict its activity (active/inactive) in a high-throughput screening assay against a specified biological target. (1) The drug is CCOP(=O)(CC(=O)c1ccccc1)OCC. The result is 0 (inactive). (2) The compound is [CH2-][Pd-2]1([CH2-])[N+](C)(C)CC[N+]1(C)C. The result is 0 (inactive). (3) The drug is CCCCCCCCCCCCCCCCCC1=Nc2cc(C)c(C)cc2NC(=O)C1. The result is 0 (inactive). (4) The molecule is Cc1cc(=O)oc2cc(OC(=Cc3ccccc3)c3nc4ccccc4c(=O)o3)ccc12. The result is 0 (inactive). (5) The molecule is CSC1=Nc2ccccc2N=C(c2ccccc2)C1. The result is 0 (inactive). (6) The molecule is O=C1C(=O)N(C2CCCCC2)C(=S)N1C1CCCCC1. The result is 0 (inactive). (7) The molecule is O=c1c2c3c(sc2nc2n1N=CN(c1ccc(Cl)cc1)C2)CCCC3. The result is 0 (inactive).